Dataset: Reaction yield outcomes from USPTO patents with 853,638 reactions. Task: Predict the reaction yield, written as a fraction of the theoretical maximum amount of product (1.0 means a 100% yield; for example, 0.34 means a 34% yield). (1) The reactants are CC(NC[CH2:7][S:8]([C:11]1[CH:32]=[CH:31][C:14]2[N:15]=[C:16]([NH:18][C:19]([NH:21][C:22](=[O:30])[C:23]3[CH:28]=[CH:27][CH:26]=[CH:25][C:24]=3[Cl:29])=[O:20])[S:17][C:13]=2[CH:12]=1)(=[O:10])=[O:9])CC.[CH3:33][N:34]1[CH2:39][CH2:38][N:37]([CH2:40][CH2:41]CS(C2C=CC3N=C(NC(=O)OC4C=CC(F)=CC=4)SC=3C=2)(=O)=O)[CH2:36][CH2:35]1. No catalyst specified. The product is [Cl:29][C:24]1[CH:25]=[CH:26][C:27]([C:13]2[S:17][CH:16]=[N:15][CH:14]=2)=[CH:28][C:23]=1[C:22]([NH:21][C:19](=[O:20])[NH:18][C:16]1[S:17][C:13]2[CH:12]=[C:11]([S:8]([CH2:7][CH2:41][CH2:40][N:37]3[CH2:36][CH2:35][N:34]([CH3:33])[CH2:39][CH2:38]3)(=[O:9])=[O:10])[CH:32]=[CH:31][C:14]=2[N:15]=1)=[O:30]. The yield is 0.100. (2) The reactants are [NH2:1][C:2]1[CH:10]=[CH:9][C:5]([C:6]([OH:8])=[O:7])=[CH:4][CH:3]=1.S(Cl)(Cl)=O.N#N.[CH3:17]O. No catalyst specified. The product is [NH2:1][C:2]1[CH:10]=[CH:9][C:5]([C:6]([O:8][CH3:17])=[O:7])=[CH:4][CH:3]=1. The yield is 0.921. (3) The reactants are Cl[C:2]1[C:7]([C:8]2[N:13]=[CH:12][N:11]3[N:14]=[CH:15][C:16]([C:17]([O:19][CH2:20][CH3:21])=[O:18])=[C:10]3[CH:9]=2)=[CH:6][CH:5]=[CH:4][N:3]=1.Br[C:23]1[CH:28]=[CH:27][CH:26]=[C:25]([CH:29]([F:31])[F:30])[N:24]=1. No catalyst specified. The product is [F:30][CH:29]([F:31])[C:25]1[N:24]=[C:23]([C:2]2[C:7]([C:8]3[CH:9]=[CH:10][N:11]4[N:14]=[CH:15][C:16]([C:17]([O:19][CH2:20][CH3:21])=[O:18])=[C:12]4[N:13]=3)=[CH:6][CH:5]=[CH:4][N:3]=2)[CH:28]=[CH:27][CH:26]=1. The yield is 0.199. (4) The reactants are [OH:1][C:2]1[CH:7]=[CH:6][N:5]=[C:4]2[C:8](=[C:18]3[CH2:23][CH2:22][N:21]([C:24]([NH:26][C:27]4[CH:28]=[N:29][CH:30]=[CH:31][CH:32]=4)=[O:25])[CH2:20][CH2:19]3)[C:9]3[CH:16]=[CH:15][C:14]([Cl:17])=[CH:13][C:10]=3[CH2:11][CH2:12][C:3]=12.C(O)(=O)C.[Br:37]Br.C(O)(=O)C. The catalyst is O. The product is [Br:37][C:7]1[C:2]([OH:1])=[C:3]2[CH2:12][CH2:11][C:10]3[CH:13]=[C:14]([Cl:17])[CH:15]=[CH:16][C:9]=3[C:8](=[C:18]3[CH2:23][CH2:22][N:21]([C:24]([NH:26][C:27]4[CH:28]=[N:29][CH:30]=[CH:31][CH:32]=4)=[O:25])[CH2:20][CH2:19]3)[C:4]2=[N:5][CH:6]=1. The yield is 0.670. (5) The reactants are [OH-].[Na+].BrBr.Br[O-].[O:7]=[S:8]1(=[O:25])[CH2:12][CH2:11][CH2:10][N:9]1[C:13]12[CH2:21][CH:17]3[CH2:18][CH:19]([CH2:20]1)[C:15]([C:22](=[O:24])C)([CH2:16]3)[CH2:14]2.CC(O)=[O:28]. The catalyst is O1CCOCC1.O. The product is [O:7]=[S:8]1(=[O:25])[CH2:12][CH2:11][CH2:10][N:9]1[C:13]12[CH2:21][CH:17]3[CH2:18][CH:19]([CH2:20]1)[C:15]([C:22]([OH:28])=[O:24])([CH2:16]3)[CH2:14]2. The yield is 0.900. (6) The reactants are [Br:1][C:2]1[C:9]([OH:10])=[CH:8][CH:7]=[CH:6][C:3]=1[CH:4]=[O:5].[Br:11][CH2:12][CH2:13][CH2:14]Br.C([O-])([O-])=O.[Cs+].[Cs+].CN(C=O)C. The catalyst is CCOC(C)=O. The product is [Br:1][C:2]1[C:9]([O:10][CH2:14][CH2:13][CH2:12][Br:11])=[CH:8][CH:7]=[CH:6][C:3]=1[CH:4]=[O:5]. The yield is 0.530. (7) The reactants are [NH2:1][CH2:2][CH2:3][C:4]1[C:12]2[C:7](=[CH:8][CH:9]=[CH:10][CH:11]=2)[NH:6][CH:5]=1.I[C:14]1[CH:19]=[CH:18][CH:17]=[CH:16][CH:15]=1.[O-]P([O-])([O-])=O.[K+].[K+].[K+].CN[C@@H]1CCCC[C@H]1NC. The catalyst is [Cu]I.CO.C(Cl)Cl.C1(C)C=CC=CC=1. The product is [C:14]1([N:6]2[C:7]3[C:12](=[CH:11][CH:10]=[CH:9][CH:8]=3)[C:4]([CH2:3][CH2:2][NH2:1])=[CH:5]2)[CH:19]=[CH:18][CH:17]=[CH:16][CH:15]=1. The yield is 0.870.